From a dataset of Catalyst prediction with 721,799 reactions and 888 catalyst types from USPTO. Predict which catalyst facilitates the given reaction. Reactant: [Br:1][C:2]1[CH:10]=[CH:9][CH:8]=[C:7]([Cl:11])[C:3]=1[C:4]([OH:6])=O.C(Cl)(=O)C(Cl)=O.C(N(CC)CC)C.[NH2:25][C:26]1[CH:31]=[CH:30][CH:29]=[CH:28][CH:27]=1. Product: [Br:1][C:2]1[CH:10]=[CH:9][CH:8]=[C:7]([Cl:11])[C:3]=1[C:4]([NH:25][C:26]1[CH:31]=[CH:30][CH:29]=[CH:28][CH:27]=1)=[O:6]. The catalyst class is: 59.